This data is from Forward reaction prediction with 1.9M reactions from USPTO patents (1976-2016). The task is: Predict the product of the given reaction. (1) Given the reactants [CH2:1]([OH:17])[CH2:2][CH2:3][CH2:4][CH2:5][CH2:6]CCCCCCCCCC.C1([CH2:24][CH2:25][CH2:26][C:27]([O-])=[O:28])C=CC=CC=1, predict the reaction product. The product is: [C:1]1([O:17][C:27](=[O:28])[CH2:26][CH2:25][CH3:24])[CH:2]=[CH:3][CH:4]=[CH:5][CH:6]=1. (2) Given the reactants C[Al](C)C.CCCCCC.[Cl-].[NH4+:12].[C:13]([C:15]1[C:20]2[N:21]=[C:22]([C:24]([O:26]CC)=O)[O:23][C:19]=2[C:18]([F:29])=[C:17]([C:30]2[CH:35]=[CH:34][CH:33]=[CH:32][CH:31]=2)[C:16]=1[CH3:36])#[N:14].Cl, predict the reaction product. The product is: [C:13]([C:15]1[C:20]2[N:21]=[C:22]([C:24]([NH2:12])=[O:26])[O:23][C:19]=2[C:18]([F:29])=[C:17]([C:30]2[CH:35]=[CH:34][CH:33]=[CH:32][CH:31]=2)[C:16]=1[CH3:36])#[N:14]. (3) The product is: [CH3:1][CH2:2][CH2:3][C@H:4]([NH:10][C@H:11]([C:13]([N:15]1[C@H:23]([C:24]([OH:26])=[O:25])[CH2:22][C@H:21]2[C@@H:16]1[CH2:17][CH2:18][CH2:19][CH2:20]2)=[O:14])[CH3:12])[C:5]([O:7][CH2:8][CH3:9])=[O:6].[CH2:30]([CH2:31][NH:32][C:33]([NH2:35])=[NH:34])[CH2:29][C@H:28]([NH2:27])[C:36]([OH:38])=[O:37]. Given the reactants [CH3:1][CH2:2][CH2:3][C@H:4]([NH:10][C@H:11]([C:13]([N:15]1[C@H:23]([C:24]([OH:26])=[O:25])[CH2:22][C@H:21]2[C@@H:16]1[CH2:17][CH2:18][CH2:19][CH2:20]2)=[O:14])[CH3:12])[C:5]([O:7][CH2:8][CH3:9])=[O:6].[NH2:27][C@H:28]([C:36]([OH:38])=[O:37])[CH2:29][CH2:30][CH2:31][NH:32][C:33](=[NH:35])[NH2:34].C1CCCCC1.CC(N(C)C)=O, predict the reaction product. (4) Given the reactants Br[C:2]1[C:7]([F:8])=[CH:6][CH:5]=[C:4]([CH3:9])[N:3]=1.[F:10][C:11]1[C:16]([F:17])=[CH:15][C:14]([F:18])=[CH:13][C:12]=1B(O)O.C(=O)([O-])[O-].[Na+].[Na+], predict the reaction product. The product is: [F:8][C:7]1[C:2]([C:12]2[CH:13]=[C:14]([F:18])[CH:15]=[C:16]([F:17])[C:11]=2[F:10])=[N:3][C:4]([CH3:9])=[CH:5][CH:6]=1. (5) Given the reactants C([O:5][C:6](=[O:40])[C:7]([S:10][C:11]1[S:12][CH:13]=[C:14]([CH2:16][CH2:17][N:18]([C:32]2[N:37]=[CH:36][C:35]([CH2:38][CH3:39])=[CH:34][N:33]=2)[CH2:19][C:20]2[CH:25]=[CH:24][C:23]([C:26]3[CH:31]=[N:30][CH:29]=[CH:28][N:27]=3)=[CH:22][CH:21]=2)[N:15]=1)([CH3:9])[CH3:8])(C)(C)C.FC(F)(F)C(O)=O.[Cl:48]CCl, predict the reaction product. The product is: [ClH:48].[CH2:38]([C:35]1[CH:36]=[N:37][C:32]([N:18]([CH2:19][C:20]2[CH:21]=[CH:22][C:23]([C:26]3[CH:31]=[N:30][CH:29]=[CH:28][N:27]=3)=[CH:24][CH:25]=2)[CH2:17][CH2:16][C:14]2[N:15]=[C:11]([S:10][C:7]([CH3:9])([CH3:8])[C:6]([OH:40])=[O:5])[S:12][CH:13]=2)=[N:33][CH:34]=1)[CH3:39]. (6) Given the reactants [CH3:1][C:2]1[C:10]2[C:5](=[CH:6][CH:7]=[C:8]([C:11]([O:13][CH3:14])=[O:12])[CH:9]=2)[NH:4][CH:3]=1.Br[CH2:16][C:17]1[CH:22]=[CH:21][C:20]([C:23]2[C:24]([C:29]([O:31][C:32]([CH3:35])([CH3:34])[CH3:33])=[O:30])=[CH:25][CH:26]=[CH:27][CH:28]=2)=[CH:19][CH:18]=1, predict the reaction product. The product is: [C:32]([O:31][C:29]([C:24]1[CH:25]=[CH:26][CH:27]=[CH:28][C:23]=1[C:20]1[CH:21]=[CH:22][C:17]([CH2:16][N:4]2[C:5]3[C:10](=[CH:9][C:8]([C:11]([O:13][CH3:14])=[O:12])=[CH:7][CH:6]=3)[C:2]([CH3:1])=[CH:3]2)=[CH:18][CH:19]=1)=[O:30])([CH3:35])([CH3:34])[CH3:33].